Dataset: NCI-60 drug combinations with 297,098 pairs across 59 cell lines. Task: Regression. Given two drug SMILES strings and cell line genomic features, predict the synergy score measuring deviation from expected non-interaction effect. Synergy scores: CSS=12.1, Synergy_ZIP=-3.16, Synergy_Bliss=2.50, Synergy_Loewe=-3.61, Synergy_HSA=3.50. Drug 1: C1=NC2=C(N=C(N=C2N1C3C(C(C(O3)CO)O)F)Cl)N. Drug 2: CS(=O)(=O)OCCCCOS(=O)(=O)C. Cell line: SNB-19.